From a dataset of Full USPTO retrosynthesis dataset with 1.9M reactions from patents (1976-2016). Predict the reactants needed to synthesize the given product. (1) Given the product [Cl:35][C:36]1[CH:37]=[C:38]([C:43]([N:45]=[C:46]=[S:47])=[O:44])[CH:39]=[C:40]([Cl:42])[CH:41]=1.[Cl:12][C:13]1[CH:19]=[C:18]([O:20][C:21]2[C:30]3[C:25](=[CH:26][C:27]([O:33][CH3:34])=[C:28]([O:31][CH3:32])[CH:29]=3)[N:24]=[CH:23][CH:22]=2)[CH:17]=[CH:16][C:14]=1[NH:15][C:46]([NH:45][C:43](=[O:44])[C:38]1[CH:39]=[C:40]([Cl:42])[CH:41]=[C:36]([Cl:35])[CH:37]=1)=[S:47], predict the reactants needed to synthesize it. The reactants are: ClC1C=C(C(Cl)=O)C=C(Cl)C=1.[Cl:12][C:13]1[CH:19]=[C:18]([O:20][C:21]2[C:30]3[C:25](=[CH:26][C:27]([O:33][CH3:34])=[C:28]([O:31][CH3:32])[CH:29]=3)[N:24]=[CH:23][CH:22]=2)[CH:17]=[CH:16][C:14]=1[NH2:15].[Cl:35][C:36]1[CH:37]=[C:38]([C:43]([N:45]=[C:46]=[S:47])=[O:44])[CH:39]=[C:40]([Cl:42])[CH:41]=1. (2) Given the product [ClH:3].[Cl:3][C:4]1[CH:5]=[CH:6][C:7]([O:18][CH2:19][C:20]2[CH:25]=[CH:24][CH:23]=[CH:22][CH:21]=2)=[C:8]([CH2:10][C:11]2[O:15][C:14]([C:16](=[NH:17])[O:27][CH3:26])=[CH:13][CH:12]=2)[CH:9]=1, predict the reactants needed to synthesize it. The reactants are: [H-].[Na+].[Cl:3][C:4]1[CH:5]=[CH:6][C:7]([O:18][CH2:19][C:20]2[CH:25]=[CH:24][CH:23]=[CH:22][CH:21]=2)=[C:8]([CH2:10][C:11]2[O:15][C:14]([C:16]#[N:17])=[CH:13][CH:12]=2)[CH:9]=1.[CH3:26][OH:27]. (3) Given the product [OH:10][CH2:8][C@H:6]1[CH2:4][CH2:1][C:6]2[C:8](=[C:17]([O:16][CH3:13])[CH:18]=[CH:1][CH:4]=2)[O:7]1, predict the reactants needed to synthesize it. The reactants are: [C:1]([CH:4]([CH:6]([C:8]([O-:10])=O)[OH:7])O)([O-])=O.[Na+].[K+].[C:13]([O:16][CH2:17][CH3:18])(=O)C. (4) Given the product [F:1][C:2]1[CH:10]=[C:9]2[C:5]([C:6]([C:20]3[CH:33]=[CH:32][C:23]4[N:24]=[C:28]([CH2:29][NH:31][S:38]([CH2:37][CH2:36][O:35][CH3:34])(=[O:40])=[O:39])[O:26][C:22]=4[CH:21]=3)=[CH:7][NH:8]2)=[CH:4][CH:3]=1, predict the reactants needed to synthesize it. The reactants are: [F:1][C:2]1[CH:10]=[C:9]2[C:5]([C:6]([C:20]3[CH:33]=[CH:32][C:23]4[N:24]([CH2:28][C:29]([NH2:31])=O)C(=O)[O:26][C:22]=4[CH:21]=3)=[CH:7][N:8]2S(C2C=CC=CC=2)(=O)=O)=[CH:4][CH:3]=1.[CH3:34][O:35][CH2:36][CH2:37][S:38](Cl)(=[O:40])=[O:39]. (5) Given the product [CH3:2][C:3]1([CH3:10])[C:7]([CH3:9])([CH3:8])[O:6][B:5]([CH2:14][C:13]([CH3:15])=[CH2:12])[O:4]1, predict the reactants needed to synthesize it. The reactants are: [Mg].[CH3:2][C:3]1([CH3:10])[C:7]([CH3:9])([CH3:8])[O:6][BH:5][O:4]1.Br[CH2:12][C:13]([CH3:15])=[CH2:14].Cl. (6) Given the product [CH2:1]([O:3][C:4](=[O:28])[CH2:5][C:6]1[CH:11]=[CH:10][C:9]([O:12][CH3:13])=[C:8]([O:14][C:15]2[CH:20]=[CH:19][C:18]([NH:21][C:34](=[O:35])[C:33]3[CH:37]=[CH:38][C:30]([Cl:29])=[CH:31][CH:32]=3)=[CH:17][C:16]=2[CH2:22][S:23][C:24]([CH3:27])([CH3:26])[CH3:25])[CH:7]=1)[CH3:2], predict the reactants needed to synthesize it. The reactants are: [CH2:1]([O:3][C:4](=[O:28])[CH2:5][C:6]1[CH:11]=[CH:10][C:9]([O:12][CH3:13])=[C:8]([O:14][C:15]2[CH:20]=[CH:19][C:18]([NH2:21])=[CH:17][C:16]=2[CH2:22][S:23][C:24]([CH3:27])([CH3:26])[CH3:25])[CH:7]=1)[CH3:2].[Cl:29][C:30]1[CH:38]=[CH:37][C:33]([C:34](Cl)=[O:35])=[CH:32][CH:31]=1. (7) Given the product [Cl:1][C:2]1[CH:7]=[C:6]([Cl:8])[CH:5]=[CH:4][C:3]=1[C:9]1[CH:10]=[C:11]([C:12]([F:15])([F:14])[F:13])[N:20]2[N:21]=[CH:22][C:23]([C:24]#[N:25])=[C:19]2[N:18]=1, predict the reactants needed to synthesize it. The reactants are: [Cl:1][C:2]1[CH:7]=[C:6]([Cl:8])[CH:5]=[CH:4][C:3]=1[C:9](=O)[CH2:10][C:11](=O)[C:12]([F:15])([F:14])[F:13].[NH2:18][C:19]1[C:23]([C:24]#[N:25])=[CH:22][NH:21][N:20]=1. (8) Given the product [CH3:3][O:4][C:5]1[C:10]2[CH:11]=[C:12]([CH3:14])[N:13]([CH2:16][CH2:17][CH2:18][CH2:19][CH2:20][CH2:21][CH2:22][CH3:23])[C:9]=2[CH:8]=[CH:7][N:6]=1, predict the reactants needed to synthesize it. The reactants are: [H-].[Na+].[CH3:3][O:4][C:5]1[C:10]2[CH:11]=[C:12]([CH3:14])[NH:13][C:9]=2[CH:8]=[CH:7][N:6]=1.I[CH2:16][CH2:17][CH2:18][CH2:19][CH2:20][CH2:21][CH2:22][CH3:23].